Dataset: Forward reaction prediction with 1.9M reactions from USPTO patents (1976-2016). Task: Predict the product of the given reaction. (1) Given the reactants [CH3:1][C:2]1[CH:6]=[C:5]([NH:7][C:8]([NH:10][C:11]2N(C3C=CC=CC=3)N=[C:13]([CH3:22])[CH:12]=2)=[O:9])[N:4]([C:23]2[CH:28]=[CH:27][CH:26]=[CH:25][CH:24]=2)[N:3]=1.[CH3:29][C:30]1[CH:34]=[C:33](N)N(C2C=CC=CC=2)N=1.CC1C(C)=CC=CC=1N, predict the reaction product. The product is: [CH3:29][C:30]1[C:34]([CH3:33])=[CH:22][CH:13]=[CH:12][C:11]=1[NH:10][C:8]([NH:7][C:5]1[N:4]([C:23]2[CH:24]=[CH:25][CH:26]=[CH:27][CH:28]=2)[N:3]=[C:2]([CH3:1])[CH:6]=1)=[O:9]. (2) Given the reactants C([O-])([O-])=O.[K+].[K+].Br[C:8]1[CH:13]=[CH:12][C:11]([O:14][CH3:15])=[CH:10][CH:9]=1.CC(=O)CC(=O)C.[CH2:23]([NH2:30])[C:24]1C=CC=CC=1.C(OCCCCCC)CCCCC.[CH3:44][N:45]1C(=O)CCC1, predict the reaction product. The product is: [CH3:15][O:14][C:11]1[CH:12]=[CH:13][C:8]([N:30]2[CH:23]=[CH:24][N:45]=[CH:44]2)=[CH:9][CH:10]=1. (3) Given the reactants [F:1][CH:2]([F:11])[O:3][C:4]1[CH:9]=[CH:8][C:7](I)=[CH:6][CH:5]=1.[C:12]([Si:14]([CH3:17])([CH3:16])[CH3:15])#[CH:13], predict the reaction product. The product is: [F:1][CH:2]([F:11])[O:3][C:4]1[CH:9]=[CH:8][C:7]([C:13]#[C:12][Si:14]([CH3:17])([CH3:16])[CH3:15])=[CH:6][CH:5]=1. (4) Given the reactants [CH3:1][C:2]1[CH:3]=[C:4]([CH2:8][CH2:9][CH2:10][OH:11])[CH:5]=[CH:6][CH:7]=1.[CH3:12][S:13](Cl)(=[O:15])=[O:14].CCN(CC)CC, predict the reaction product. The product is: [C:2]1([CH3:1])[CH:7]=[CH:6][CH:5]=[C:4]([CH2:8][CH2:9][CH2:10][O:11][S:13]([CH3:12])(=[O:15])=[O:14])[CH:3]=1.